Dataset: Full USPTO retrosynthesis dataset with 1.9M reactions from patents (1976-2016). Task: Predict the reactants needed to synthesize the given product. (1) The reactants are: [O:1]1[C:5]2=[CH:6][N:7]=[C:8]([CH2:10][OH:11])[CH:9]=[C:4]2[CH:3]=[CH:2]1.C1(N(Cl)C(=O)N(Cl)C(=O)N1Cl)=O. Given the product [O:1]1[C:5]2=[CH:6][N:7]=[C:8]([CH:10]=[O:11])[CH:9]=[C:4]2[CH:3]=[CH:2]1, predict the reactants needed to synthesize it. (2) Given the product [C:9]([C:3]1[CH:4]=[C:5]([Cl:8])[CH:6]=[CH:7][C:2]=1[NH:1][S:27]([C:24]1[CH:25]=[CH:26][C:21]([NH:20][C:17](=[O:19])[CH3:18])=[C:22]([Cl:31])[CH:23]=1)(=[O:28])=[O:29])(=[O:10])[C:11]1[CH:12]=[CH:13][CH:14]=[CH:15][CH:16]=1, predict the reactants needed to synthesize it. The reactants are: [NH2:1][C:2]1[CH:7]=[CH:6][C:5]([Cl:8])=[CH:4][C:3]=1[C:9]([C:11]1[CH:16]=[CH:15][CH:14]=[CH:13][CH:12]=1)=[O:10].[C:17]([NH:20][C:21]1[CH:26]=[CH:25][C:24]([S:27](Cl)(=[O:29])=[O:28])=[CH:23][C:22]=1[Cl:31])(=[O:19])[CH3:18]. (3) Given the product [Cl:17][C:4]1[N:5]=[N:6][CH:7]=[C:2]([Cl:1])[C:3]=1[C:9]1[CH:14]=[CH:13][N:12]=[CH:11][CH:10]=1, predict the reactants needed to synthesize it. The reactants are: [Cl:1][C:2]1[CH:7]=[N:6][NH:5][C:4](=O)[C:3]=1[C:9]1[CH:14]=[CH:13][N:12]=[CH:11][CH:10]=1.O=P(Cl)(Cl)[Cl:17]. (4) Given the product [C:6]([Si:10]([CH3:13])([CH3:12])[O:17][CH2:14][C:15]#[CH:16])([CH3:9])([CH3:8])[CH3:7], predict the reactants needed to synthesize it. The reactants are: N1C=CN=C1.[C:6]([Si:10]([CH3:13])([CH3:12])Cl)([CH3:9])([CH3:8])[CH3:7].[CH2:14]([OH:17])[C:15]#[CH:16]. (5) Given the product [Cl:1][C:2]1[CH:3]=[C:4]([OH:9])[CH:5]=[C:6]([F:8])[C:7]=1[CH2:10][OH:11], predict the reactants needed to synthesize it. The reactants are: [Cl:1][C:2]1[CH:3]=[C:4]([OH:9])[CH:5]=[C:6]([F:8])[CH:7]=1.[CH2:10]=[O:11]. (6) Given the product [C:2]1([C@@H:15]2[CH:14]=[CH:18][CH2:19][O:16]2)[CH:7]=[CH:6][CH:5]=[CH:4][CH:3]=1, predict the reactants needed to synthesize it. The reactants are: I[C:2]1[CH:7]=[CH:6][CH:5]=[CH:4][CH:3]=1.[N+](C1[CH:19]=[CH:18][C:14]([C:15](O)=[O:16])=CC=1)([O-])=O.CCCCCCCCCCCCCC.O1C=CCC1. (7) Given the product [CH2:1]([C@H:8]([NH:17][C:18](=[O:37])[C@@H:19]([N:24]1[CH2:28][CH2:27][N:26]([CH2:29][C:30]2[CH:31]=[N:32][CH:33]=[CH:34][CH:35]=2)[C:25]1=[O:36])[C@@H:20]([CH3:23])[CH2:21][CH3:22])[C@H:9]([OH:16])[CH2:10][N:11]([S:46]([C:43]1[CH:42]=[CH:41][C:40]([C:38]#[N:39])=[CH:45][CH:44]=1)(=[O:48])=[O:47])[CH2:12][CH:13]([CH3:14])[CH3:15])[C:2]1[CH:3]=[CH:4][CH:5]=[CH:6][CH:7]=1, predict the reactants needed to synthesize it. The reactants are: [CH2:1]([C@H:8]([NH:17][C:18](=[O:37])[C@@H:19]([N:24]1[CH2:28][CH2:27][N:26]([CH2:29][C:30]2[CH:31]=[N:32][CH:33]=[CH:34][CH:35]=2)[C:25]1=[O:36])[C@@H:20]([CH3:23])[CH2:21][CH3:22])[C@H:9]([OH:16])[CH2:10][NH:11][CH2:12][CH:13]([CH3:15])[CH3:14])[C:2]1[CH:7]=[CH:6][CH:5]=[CH:4][CH:3]=1.[C:38]([C:40]1[CH:45]=[CH:44][C:43]([S:46](Cl)(=[O:48])=[O:47])=[CH:42][CH:41]=1)#[N:39].C(N(CC)CC)C. (8) Given the product [NH2:11][C:3]1[CH:4]=[C:5]([CH2:8][CH2:9][OH:10])[CH:6]=[CH:7][C:2]=1[NH2:1], predict the reactants needed to synthesize it. The reactants are: [NH2:1][C:2]1[CH:7]=[CH:6][C:5]([CH2:8][CH2:9][OH:10])=[CH:4][C:3]=1[N+:11]([O-])=O. (9) Given the product [N:21]([CH2:2][CH2:3][C@H:4]([NH:13][C:14]([O:16][C:17]([CH3:20])([CH3:19])[CH3:18])=[O:15])[C:5]([O:7][CH:8]1[CH2:12][CH2:11][CH2:10][CH2:9]1)=[O:6])=[N+:22]=[N-:23], predict the reactants needed to synthesize it. The reactants are: Br[CH2:2][CH2:3][C@H:4]([NH:13][C:14]([O:16][C:17]([CH3:20])([CH3:19])[CH3:18])=[O:15])[C:5]([O:7][CH:8]1[CH2:12][CH2:11][CH2:10][CH2:9]1)=[O:6].[N-:21]=[N+:22]=[N-:23].[Na+].